Dataset: Full USPTO retrosynthesis dataset with 1.9M reactions from patents (1976-2016). Task: Predict the reactants needed to synthesize the given product. (1) Given the product [CH2:15]([N:22]1[C:30]2[C:25](=[N:26][C:27]([N:5]3[CH:4]=[CH:8][CH:7]=[N:6]3)=[N:28][C:29]=2[NH:31][CH:32]2[CH2:33][CH2:34][CH2:35][CH2:36][CH2:37]2)[N:24]=[CH:23]1)[C:16]1[CH:17]=[CH:18][CH:19]=[CH:20][CH:21]=1, predict the reactants needed to synthesize it. The reactants are: [H-].[Na+].C[C:4]1[CH:8]=[C:7](C)[NH:6][N:5]=1.CN(C)C=O.[CH2:15]([N:22]1[C:30]2[C:25](=[N:26][C:27](Cl)=[N:28][C:29]=2[NH:31][CH:32]2[CH2:37][CH2:36][CH2:35][CH2:34][CH2:33]2)[N:24]=[CH:23]1)[C:16]1[CH:21]=[CH:20][CH:19]=[CH:18][CH:17]=1. (2) Given the product [Br:3][C:4]1[CH:9]=[C:8]([Cl:10])[CH:7]=[CH:6][C:5]=1[O:11][CH3:16], predict the reactants needed to synthesize it. The reactants are: [OH-].[Na+].[Br:3][C:4]1[CH:9]=[C:8]([Cl:10])[CH:7]=[CH:6][C:5]=1[OH:11].S(OC)(O[CH3:16])(=O)=O.Cl. (3) Given the product [C:29]1([O:28][C:26](=[O:27])[NH:16][C:13]2[S:14][C:15]3[C:7]([CH:2]4[CH2:3][O:4][CH2:5][CH2:6][O:1]4)=[CH:8][CH:9]=[C:10]([O:17][CH3:18])[C:11]=3[N:12]=2)[CH:34]=[CH:33][CH:32]=[CH:31][CH:30]=1, predict the reactants needed to synthesize it. The reactants are: [O:1]1[CH2:6][CH2:5][O:4][CH2:3][CH:2]1[C:7]1[C:15]2[S:14][C:13]([NH2:16])=[N:12][C:11]=2[C:10]([O:17][CH3:18])=[CH:9][CH:8]=1.N1C=CC=CC=1.Cl[C:26]([O:28][C:29]1[CH:34]=[CH:33][CH:32]=[CH:31][CH:30]=1)=[O:27].C(=O)(O)[O-].[Na+].